This data is from Forward reaction prediction with 1.9M reactions from USPTO patents (1976-2016). The task is: Predict the product of the given reaction. Given the reactants [CH3:1][O:2][C:3]1[CH:10]=[CH:9][C:6](C=O)=[C:5]([O:11][CH3:12])[C:4]=1[O:13][CH3:14].[OH:15]S(O)(=O)=O.OO.CCOC(C)=O, predict the reaction product. The product is: [CH3:12][O:11][C:5]1[C:4]([O:13][CH3:14])=[C:3]([O:2][CH3:1])[CH:10]=[CH:9][C:6]=1[OH:15].